Dataset: Full USPTO retrosynthesis dataset with 1.9M reactions from patents (1976-2016). Task: Predict the reactants needed to synthesize the given product. (1) Given the product [CH2:1]([N:8]1[CH2:12][CH2:11][C@H:10]([N:13]([C:14]2[CH:19]=[CH:18][CH:17]=[C:16]([F:20])[CH:15]=2)[C:22]2[CH:27]=[CH:26][C:25]([C:28]([F:31])([F:30])[F:29])=[CH:24][CH:23]=2)[CH2:9]1)[C:2]1[CH:3]=[CH:4][CH:5]=[CH:6][CH:7]=1, predict the reactants needed to synthesize it. The reactants are: [CH2:1]([N:8]1[CH2:12][CH2:11][C@H:10]([NH:13][C:14]2[CH:19]=[CH:18][CH:17]=[C:16]([F:20])[CH:15]=2)[CH2:9]1)[C:2]1[CH:7]=[CH:6][CH:5]=[CH:4][CH:3]=1.Br[C:22]1[CH:27]=[CH:26][C:25]([C:28]([F:31])([F:30])[F:29])=[CH:24][CH:23]=1.CC(C)([O-])C.[Na+]. (2) Given the product [CH:1]([N:14]1[CH2:19][CH2:18][N:17]([NH:20][C:21]([CH:23]2[CH2:28][N:27]([C:58](=[O:59])[CH2:57][O:56][CH2:49][C:50]3[CH:55]=[CH:54][CH:53]=[CH:52][CH:51]=3)[CH2:26][CH2:25][N:24]2[S:29]([C:32]2[CH:37]=[CH:36][C:35]([O:38][CH3:39])=[C:34]([O:40][CH3:41])[CH:33]=2)(=[O:31])=[O:30])=[O:22])[CH2:16][CH2:15]1)([C:2]1[CH:7]=[CH:6][CH:5]=[CH:4][CH:3]=1)[C:8]1[CH:13]=[CH:12][CH:11]=[CH:10][CH:9]=1, predict the reactants needed to synthesize it. The reactants are: [CH:1]([N:14]1[CH2:19][CH2:18][N:17]([NH:20][C:21]([CH:23]2[CH2:28][NH:27][CH2:26][CH2:25][N:24]2[S:29]([C:32]2[CH:37]=[CH:36][C:35]([O:38][CH3:39])=[C:34]([O:40][CH3:41])[CH:33]=2)(=[O:31])=[O:30])=[O:22])[CH2:16][CH2:15]1)([C:8]1[CH:13]=[CH:12][CH:11]=[CH:10][CH:9]=1)[C:2]1[CH:7]=[CH:6][CH:5]=[CH:4][CH:3]=1.C(N(CC)CC)C.[CH2:49]([O:56][CH2:57][C:58](Cl)=[O:59])[C:50]1[CH:55]=[CH:54][CH:53]=[CH:52][CH:51]=1. (3) Given the product [CH3:5][O:6][CH2:7][CH2:8][N:9]1[CH2:13][C@@H:12]([C:14]2[CH:15]=[CH:16][CH:17]=[CH:18][CH:19]=2)[C@H:11]([C:20]([OH:21])=[O:34])[CH2:10]1, predict the reactants needed to synthesize it. The reactants are: [Li+].[OH-].OO.[CH3:5][O:6][CH2:7][CH2:8][N:9]1[CH2:13][C@@H:12]([C:14]2[CH:19]=[CH:18][CH:17]=[CH:16][CH:15]=2)[C@H:11]([C:20](N2[C@H](C3C=CC=CC=3)COC2=O)=[O:21])[CH2:10]1.[O-:34]S([O-])=O.[Na+].[Na+]. (4) Given the product [CH2:1]([O:3][C:4]([C:6]1[CH:7]=[CH:8][NH:9][C:10](=[O:13])[C:11]=1[OH:12])=[O:5])[CH3:2], predict the reactants needed to synthesize it. The reactants are: [CH2:1]([O:3][C:4]([C:6]1[CH2:7][CH2:8][NH:9][C:10](=[O:13])[C:11]=1[OH:12])=[O:5])[CH3:2]. (5) Given the product [CH2:24]([Si:9]([CH2:6][CH:7]=[CH2:8])([CH2:21][CH:22]=[CH2:23])[CH2:10][CH2:11][CH2:12][C:13]1[CH:14]=[CH:15][C:16]([CH2:1][Br:5])=[CH:19][CH:20]=1)[CH:25]=[CH2:26], predict the reactants needed to synthesize it. The reactants are: [C:1]([Br:5])(Br)(Br)Br.[CH2:6]([Si:9]([CH2:24][CH:25]=[CH2:26])([CH2:21][CH:22]=[CH2:23])[CH2:10][CH2:11][CH2:12][C:13]1[CH:20]=[CH:19][C:16](CO)=[CH:15][CH:14]=1)[CH:7]=[CH2:8].C1(P(C2C=CC=CC=2)C2C=CC=CC=2)C=CC=CC=1.